Dataset: Forward reaction prediction with 1.9M reactions from USPTO patents (1976-2016). Task: Predict the product of the given reaction. Given the reactants [NH:1]1[CH2:6][CH2:5][O:4][C@H:3]([C:7]2[CH:8]=[CH:9][C:10]([NH2:13])=[N:11][CH:12]=2)[CH2:2]1.[C:14]1([CH2:20][CH:21]=O)[CH:19]=[CH:18][CH:17]=[CH:16][CH:15]=1.C(O[BH-](OC(=O)C)OC(=O)C)(=O)C.[Na+], predict the reaction product. The product is: [C:14]1([CH2:20][CH2:21][N:1]2[CH2:6][CH2:5][O:4][C@H:3]([C:7]3[CH:8]=[CH:9][C:10]([NH2:13])=[N:11][CH:12]=3)[CH2:2]2)[CH:19]=[CH:18][CH:17]=[CH:16][CH:15]=1.